From a dataset of Catalyst prediction with 721,799 reactions and 888 catalyst types from USPTO. Predict which catalyst facilitates the given reaction. (1) Reactant: Cl[C:2]1[N:10]=[CH:9][C:8]([Cl:11])=[CH:7][C:3]=1[C:4]([OH:6])=[O:5].[F:12][C:13]1[CH:18]=[CH:17][C:16]([CH2:19][CH2:20][OH:21])=[CH:15][CH:14]=1.[H-].[Na+].C(O)(=O)CC(CC(O)=O)(C(O)=O)O. Product: [Cl:11][C:8]1[CH:9]=[N:10][C:2]([O:21][CH2:20][CH2:19][C:16]2[CH:17]=[CH:18][C:13]([F:12])=[CH:14][CH:15]=2)=[C:3]([CH:7]=1)[C:4]([OH:6])=[O:5]. The catalyst class is: 9. (2) Reactant: CCN(S(F)(F)[F:7])CC.O[CH:11]1[CH2:16][CH:15]2[CH2:17][CH:12]1[CH:13]([C:28]([O:30][CH2:31][CH3:32])=[O:29])[N:14]2[C:18]([O:20][CH2:21][C:22]1[CH:27]=[CH:26][CH:25]=[CH:24][CH:23]=1)=[O:19].OC1C2CC(C(C(OCC)=O)N2C(OCC2C=CC=CC=2)=O)C1. Product: [F:7][CH:16]1[CH:15]2[CH2:17][CH:12]([CH:13]([C:28]([O:30][CH2:31][CH3:32])=[O:29])[N:14]2[C:18]([O:20][CH2:21][C:22]2[CH:27]=[CH:26][CH:25]=[CH:24][CH:23]=2)=[O:19])[CH2:11]1. The catalyst class is: 2. (3) Reactant: CO[CH:3]([C:21]1[C:29]2[C:24](=[N:25][CH:26]=[CH:27][CH:28]=2)[NH:23][CH:22]=1)[C:4]1[CH:20]=[CH:19][C:7]2[N:8]=[C:9]([NH:11][C@@H:12]3[CH2:17][CH2:16][CH2:15][CH2:14][C@H:13]3[OH:18])[S:10][C:6]=2[CH:5]=1.C([SiH](CC)CC)C.C(O)(C(F)(F)F)=O. Product: [NH:23]1[C:24]2=[N:25][CH:26]=[CH:27][CH:28]=[C:29]2[C:21]([CH2:3][C:4]2[CH:20]=[CH:19][C:7]3[N:8]=[C:9]([NH:11][C@@H:12]4[CH2:17][CH2:16][CH2:15][CH2:14][C@H:13]4[OH:18])[S:10][C:6]=3[CH:5]=2)=[CH:22]1. The catalyst class is: 23. (4) Reactant: [CH2:1]([C:9]1[CH:14]=[CH:13][N:12]=[CH:11][C:10]=1[CH2:15][CH2:16][C:17]1[CH:29]=[CH:28][C:20]([C:21]([O:23]C(C)(C)C)=[O:22])=[CH:19][CH:18]=1)[CH2:2][C:3]1[CH:8]=[CH:7][CH:6]=[CH:5][CH:4]=1.FC(F)(F)C(O)=O. Product: [CH2:1]([C:9]1[CH:14]=[CH:13][N:12]=[CH:11][C:10]=1[CH2:15][CH2:16][C:17]1[CH:18]=[CH:19][C:20]([C:21]([OH:23])=[O:22])=[CH:28][CH:29]=1)[CH2:2][C:3]1[CH:4]=[CH:5][CH:6]=[CH:7][CH:8]=1. The catalyst class is: 4. (5) Reactant: CC(NC(C)C)C.C([Li])CCC.CCCCCC.[F:19][C:20]([F:34])([F:33])[C:21]([NH:23][C:24]1[CH:28]=[CH:27][S:26][C:25]=1[C:29]([O:31][CH3:32])=[O:30])=[O:22].[Br:35]CCBr.C([O-])(O)=O.[Na+]. Product: [Br:35][C:27]1[S:26][C:25]([C:29]([O:31][CH3:32])=[O:30])=[C:24]([NH:23][C:21](=[O:22])[C:20]([F:19])([F:33])[F:34])[CH:28]=1. The catalyst class is: 1.